From a dataset of Forward reaction prediction with 1.9M reactions from USPTO patents (1976-2016). Predict the product of the given reaction. (1) Given the reactants [NH:1](C(OC(C)(C)C)=O)[CH2:2][C:3]([NH:5][CH2:6][C:7]([NH:9][CH2:10][C:11]([OH:13])=[O:12])=[O:8])=[O:4], predict the reaction product. The product is: [NH2:1][CH2:2][C:3]([NH:5][CH2:6][C:7]([NH:9][CH2:10][C:11]([OH:13])=[O:12])=[O:8])=[O:4]. (2) Given the reactants [Cl:1][C:2]1[CH:3]=[C:4]([C:12]2[O:16][N:15]=[C:14]([CH2:17][OH:18])[CH:13]=2)[CH:5]=[CH:6][C:7]=1[O:8][CH:9]([CH3:11])[CH3:10].O[C:20]1[CH:27]=[CH:26][C:23]([C:24]#[N:25])=[CH:22][CH:21]=1.C1C=CC(P(C2C=CC=CC=2)C2C=CC=CC=2)=CC=1.N(C(OC(C)(C)C)=O)=NC(OC(C)(C)C)=O, predict the reaction product. The product is: [Cl:1][C:2]1[CH:3]=[C:4]([C:12]2[O:16][N:15]=[C:14]([CH2:17][O:18][C:20]3[CH:27]=[CH:26][C:23]([C:24]#[N:25])=[CH:22][CH:21]=3)[CH:13]=2)[CH:5]=[CH:6][C:7]=1[O:8][CH:9]([CH3:11])[CH3:10]. (3) Given the reactants CN(C=O)C.[H-].[Na+].[C:8]([C:10]1[CH:11]=[C:12]([CH:15]=[CH:16][CH:17]=1)[CH:13]=O)#[N:9], predict the reaction product. The product is: [CH:13]([C:12]1[CH:11]=[C:10]([CH:17]=[CH:16][CH:15]=1)[C:8]#[N:9])=[CH:8][CH2:10][CH2:17][CH3:16]. (4) Given the reactants C[O:2][C:3]([C:5]1[S:13][C:8]2=[N:9][CH:10]=[CH:11][CH:12]=[C:7]2[C:6]=1[O:14][CH2:15][C:16](=[O:18])[NH2:17])=[O:4].CO.O.O[Li].O, predict the reaction product. The product is: [C:16]([CH2:15][O:14][C:6]1[C:7]2[C:8](=[N:9][CH:10]=[CH:11][CH:12]=2)[S:13][C:5]=1[C:3]([OH:4])=[O:2])(=[O:18])[NH2:17]. (5) Given the reactants [F:1][C:2]1[CH:7]=[CH:6][C:5]([C:8]2[N:13]=[C:12]3[N:14]=[C:15]([C:18]([O:20]CC)=[O:19])[N:16]([CH3:17])[C:11]3=[C:10]([C:23]3[CH:28]=[CH:27][C:26]([F:29])=[CH:25][CH:24]=3)[C:9]=2[C:30]2[CH:35]=[CH:34][N:33]=[CH:32][CH:31]=2)=[CH:4][CH:3]=1.[OH-].[K+], predict the reaction product. The product is: [F:1][C:2]1[CH:7]=[CH:6][C:5]([C:8]2[N:13]=[C:12]3[N:14]=[C:15]([C:18]([OH:20])=[O:19])[N:16]([CH3:17])[C:11]3=[C:10]([C:23]3[CH:28]=[CH:27][C:26]([F:29])=[CH:25][CH:24]=3)[C:9]=2[C:30]2[CH:31]=[CH:32][N:33]=[CH:34][CH:35]=2)=[CH:4][CH:3]=1.